Dataset: Peptide-MHC class I binding affinity with 185,985 pairs from IEDB/IMGT. Task: Regression. Given a peptide amino acid sequence and an MHC pseudo amino acid sequence, predict their binding affinity value. This is MHC class I binding data. (1) The peptide sequence is ALTPPFHPY. The MHC is HLA-A02:16 with pseudo-sequence HLA-A02:16. The binding affinity (normalized) is 0.149. (2) The binding affinity (normalized) is 0.0847. The MHC is HLA-A03:01 with pseudo-sequence HLA-A03:01. The peptide sequence is DSMGQGDAY. (3) The peptide sequence is RYPLTLGW. The MHC is HLA-B18:01 with pseudo-sequence HLA-B18:01. The binding affinity (normalized) is 0.0589. (4) The peptide sequence is PPSGKGGNY. The MHC is HLA-A01:01 with pseudo-sequence HLA-A01:01. The binding affinity (normalized) is 0.0847. (5) The peptide sequence is FSLPSSSSY. The MHC is HLA-B18:01 with pseudo-sequence HLA-B18:01. The binding affinity (normalized) is 0.0847. (6) The peptide sequence is NLIDWFNQT. The MHC is HLA-A02:50 with pseudo-sequence HLA-A02:50. The binding affinity (normalized) is 0.872. (7) The peptide sequence is PEFDWILGWT. The MHC is HLA-B18:01 with pseudo-sequence HLA-B18:01. The binding affinity (normalized) is 0. (8) The peptide sequence is CQPIPGDPI. The MHC is H-2-Db with pseudo-sequence H-2-Db. The binding affinity (normalized) is 0.304.